This data is from Catalyst prediction with 721,799 reactions and 888 catalyst types from USPTO. The task is: Predict which catalyst facilitates the given reaction. (1) Reactant: Br[C:2]1[CH:3]=[N:4][CH:5]=[C:6]([C:8]([F:11])([F:10])[F:9])[CH:7]=1.[CH3:12][O-:13].[Na+]. Product: [CH3:12][O:13][C:2]1[CH:3]=[N:4][CH:5]=[C:6]([C:8]([F:11])([F:10])[F:9])[CH:7]=1. The catalyst class is: 3. (2) Reactant: [C:1]([C:5]1[CH:6]=[CH:7][C:8]([O:21]COCCOC)=[C:9]([C:11]2[N:12]=[N:13][C:14]([C:17]([F:20])([F:19])[F:18])=[CH:15][CH:16]=2)[CH:10]=1)([CH3:4])([CH3:3])[CH3:2]. Product: [C:1]([C:5]1[CH:6]=[CH:7][C:8]([OH:21])=[C:9]([C:11]2[N:12]=[N:13][C:14]([C:17]([F:19])([F:20])[F:18])=[CH:15][CH:16]=2)[CH:10]=1)([CH3:4])([CH3:2])[CH3:3]. The catalyst class is: 240. (3) Reactant: [CH3:1][C:2]([OH:13])([CH3:12])[CH2:3][N:4]1[CH:8]=[CH:7][C:6]([N+:9]([O-:11])=[O:10])=[N:5]1.[H-].[Na+].[CH3:16]I. Product: [CH3:16][O:13][C:2]([CH3:1])([CH3:12])[CH2:3][N:4]1[CH:8]=[CH:7][C:6]([N+:9]([O-:11])=[O:10])=[N:5]1. The catalyst class is: 9. (4) Reactant: OC[N:3]1[C:11]2[C:6](=[CH:7][CH:8]=[CH:9][CH:10]=2)[C:5]([CH2:23][OH:24])([C:12]2[C:21](O)=[CH:20][C:15]3[N:16]=[C:17]([CH3:19])[S:18][C:14]=3[CH:13]=2)[C:4]1=[O:25].C(P(CCCC)CCCC)CCC.N(C(OCC)=O)=NC(OCC)=O.N.Cl. Product: [CH3:19][C:17]1[S:18][C:14]2[CH:13]=[C:12]3[C:5]4([CH2:23][O:24][C:21]3=[CH:20][C:15]=2[N:16]=1)[C:6]1[C:11](=[CH:10][CH:9]=[CH:8][CH:7]=1)[NH:3][C:4]4=[O:25]. The catalyst class is: 7. (5) The catalyst class is: 19. Product: [C:1]([O:5][C:6](=[O:24])[C@@H:7]([NH2:13])[CH2:8][CH2:9][C:10]([OH:12])=[O:11])([CH3:4])([CH3:2])[CH3:3]. Reactant: [C:1]([O:5][C:6](=[O:24])[C@@H:7]([NH:13]C(OCC1C=CC=CC=1)=O)[CH2:8][CH2:9][C:10]([OH:12])=[O:11])([CH3:4])([CH3:3])[CH3:2].C(OCC)(=O)C.